From a dataset of Catalyst prediction with 721,799 reactions and 888 catalyst types from USPTO. Predict which catalyst facilitates the given reaction. (1) Reactant: [N:1]1[CH:6]=[CH:5][CH:4]=[CH:3][C:2]=1[Si:7]([CH3:10])([CH3:9])[CH3:8].C([Li])(C)(C)C.CCCCC.[CH3:21][Si:22](C[Li])([CH3:29])[C:23]1C=CC=CN=1.Cl[Si](C)(C)C.Cl. Product: [CH3:8][Si:7]([CH3:10])([C:2]1[CH:3]=[CH:4][CH:5]=[CH:6][N:1]=1)[CH2:9][Si:22]([CH3:29])([CH3:23])[CH3:21]. The catalyst class is: 27. (2) Reactant: [CH2:1]=[C:2]([C:4]1[CH:5]=[C:6]([C:10](=[N:12]O)[CH3:11])[CH:7]=[N:8][CH:9]=1)[CH3:3]. Product: [CH:2]([C:4]1[CH:5]=[C:6]([CH:10]([NH2:12])[CH3:11])[CH:7]=[N:8][CH:9]=1)([CH3:3])[CH3:1]. The catalyst class is: 750. (3) Reactant: [O:1]=[C:2]1[C:6]2([CH2:11][CH2:10][NH:9][CH2:8][CH2:7]2)[N:5]([C:12]2[CH:17]=[CH:16][CH:15]=[CH:14][CH:13]=2)[CH2:4][N:3]1[CH2:18][C:19]1[CH:20]=[C:21]([NH:25][S:26]([CH3:29])(=[O:28])=[O:27])[CH:22]=[CH:23][CH:24]=1.[I-].[Na+].C(=O)([O-])[O-].[K+].[K+].Cl[CH2:39][CH2:40][CH2:41][N:42]1[C:50]2[C:45](=[CH:46][CH:47]=[CH:48][CH:49]=2)[C:44]2([CH2:52][CH2:51]2)[C:43]1=[O:53]. Product: [O:1]=[C:2]1[C:6]2([CH2:7][CH2:8][N:9]([CH2:39][CH2:40][CH2:41][N:42]3[C:50]4[C:45](=[CH:46][CH:47]=[CH:48][CH:49]=4)[C:44]4([CH2:52][CH2:51]4)[C:43]3=[O:53])[CH2:10][CH2:11]2)[N:5]([C:12]2[CH:13]=[CH:14][CH:15]=[CH:16][CH:17]=2)[CH2:4][N:3]1[CH2:18][C:19]1[CH:20]=[C:21]([NH:25][S:26]([CH3:29])(=[O:28])=[O:27])[CH:22]=[CH:23][CH:24]=1. The catalyst class is: 131.